This data is from Reaction yield outcomes from USPTO patents with 853,638 reactions. The task is: Predict the reaction yield, written as a fraction of the theoretical maximum amount of product (1.0 means a 100% yield; for example, 0.34 means a 34% yield). (1) The reactants are Cl.[NH2:2][C:3]1[C:11]([OH:12])=[C:10]2[C:6]([CH2:7][CH2:8][CH:9]2[CH2:13][CH2:14][NH:15][C:16](=[O:18])[CH3:17])=[CH:5][CH:4]=1.[C:19]1([CH2:25][CH2:26][C:27](Cl)=[O:28])[CH:24]=[CH:23][CH:22]=[CH:21][CH:20]=1.O. The catalyst is N1C=CC=CC=1. The product is [C:16]([NH:15][CH2:14][CH2:13][CH:9]1[C:10]2[C:6](=[CH:5][CH:4]=[C:3]([NH:2][C:27](=[O:28])[CH2:26][CH2:25][C:19]3[CH:24]=[CH:23][CH:22]=[CH:21][CH:20]=3)[C:11]=2[OH:12])[CH2:7][CH2:8]1)(=[O:18])[CH3:17]. The yield is 0.550. (2) The reactants are [NH2:1][C@H:2]1[CH2:7][CH2:6][C@H:5]([CH2:8][NH:9][C:10]2[C:15]([C:16]#[N:17])=[CH:14][N:13]=[C:12]([NH:18][CH2:19][C:20]3[CH:25]=[CH:24][CH:23]=[CH:22][C:21]=3[O:26][C:27]([F:30])([F:29])[F:28])[N:11]=2)[CH2:4][CH2:3]1.[BH-](OC(C)=O)(OC(C)=O)O[C:33]([CH3:35])=O.[Na+].C(=O)C.C([O-])(O)=O.[Na+]. The catalyst is CC(O)=O.CO. The product is [CH2:33]([NH:1][C@H:2]1[CH2:3][CH2:4][C@H:5]([CH2:8][NH:9][C:10]2[C:15]([C:16]#[N:17])=[CH:14][N:13]=[C:12]([NH:18][CH2:19][C:20]3[CH:25]=[CH:24][CH:23]=[CH:22][C:21]=3[O:26][C:27]([F:29])([F:30])[F:28])[N:11]=2)[CH2:6][CH2:7]1)[CH3:35]. The yield is 0.150. (3) The reactants are C(N(C(C)C)CC)(C)C.FC(F)(F)C(O)=O.[CH3:17][O:18][C:19](=[O:38])[CH2:20][C:21]1[CH:30]=[C:29]([CH:31]2[CH2:36][CH2:35][NH:34][CH2:33][CH2:32]2)[C:28]2[C:23](=[CH:24][CH:25]=[C:26]([F:37])[CH:27]=2)[CH:22]=1.[N:39]1[CH:44]=[CH:43][CH:42]=[CH:41][C:40]=1[S:45](Cl)(=[O:47])=[O:46]. The catalyst is C(Cl)Cl. The product is [CH3:17][O:18][C:19](=[O:38])[CH2:20][C:21]1[CH:30]=[C:29]([CH:31]2[CH2:36][CH2:35][N:34]([S:45]([C:40]3[CH:41]=[CH:42][CH:43]=[CH:44][N:39]=3)(=[O:47])=[O:46])[CH2:33][CH2:32]2)[C:28]2[C:23](=[CH:24][CH:25]=[C:26]([F:37])[CH:27]=2)[CH:22]=1. The yield is 0.300. (4) The reactants are [OH:1][CH2:2][C@@H:3]1[CH:7]([CH:8]([CH3:11])[CH2:9][OH:10])[O:6][C:5](=[O:12])[NH:4]1.[C:13]1([CH3:23])[CH:18]=[CH:17][C:16]([S:19](Cl)(=[O:21])=[O:20])=[CH:15][CH:14]=1.CCO[C:27]([CH3:29])=O. The catalyst is N1C=CC=CC=1. The product is [CH3:23][C:13]1[CH:18]=[CH:17][C:16]([S:19]([O:10][CH2:9][CH:8]([CH:7]2[O:6][C:5](=[O:12])[NH:4][C@@H:3]2[CH2:2][O:1][S:19]([C:27]2[CH:29]=[CH:18][C:13]([CH3:23])=[CH:14][CH:15]=2)(=[O:21])=[O:20])[CH3:11])(=[O:21])=[O:20])=[CH:15][CH:14]=1. The yield is 0.680. (5) The reactants are [Br:1][C:2]1[CH:7]=[CH:6][C:5]([NH:8][C:9]2[C:14]([C:15]([OH:17])=[O:16])=[CH:13][N:12]=[C:11]([Cl:18])[CH:10]=2)=[C:4]([Cl:19])[CH:3]=1.C1C(=O)N([Cl:27])C(=O)C1.S(S([O-])=O)([O-])(=O)=O.[Na+].[Na+]. The catalyst is CN(C=O)C.O. The product is [Br:1][C:2]1[CH:7]=[CH:6][C:5]([NH:8][C:9]2[C:14]([C:15]([OH:17])=[O:16])=[CH:13][N:12]=[C:11]([Cl:18])[C:10]=2[Cl:27])=[C:4]([Cl:19])[CH:3]=1. The yield is 0.900. (6) The reactants are [CH3:1][C:2]1[N:7]=[C:6]2[N:8]([C:11]3[CH:16]=[CH:15][C:14]([O:17][CH3:18])=[CH:13][C:12]=3[CH3:19])[CH2:9][CH2:10][C:5]2=[C:4]([N:20]2[CH:24]=[CH:23][C:22]([N:25]3[S:29](=[O:31])(=[O:30])[N:28](C(OC)=O)[CH2:27][CH2:26]3)=[N:21]2)[CH:3]=1.[OH-].[Na+].C([O-])(O)=O.[Na+]. The catalyst is CO.C(Cl)Cl. The product is [O:31]=[S:29]1(=[O:30])[NH:28][CH2:27][CH2:26][N:25]1[C:22]1[CH:23]=[CH:24][N:20]([C:4]2[CH:3]=[C:2]([CH3:1])[N:7]=[C:6]3[N:8]([C:11]4[CH:16]=[CH:15][C:14]([O:17][CH3:18])=[CH:13][C:12]=4[CH3:19])[CH2:9][CH2:10][C:5]=23)[N:21]=1. The yield is 1.00. (7) The reactants are [Br:1][C:2]1[CH:3]=[C:4]2[C:9](=[CH:10][CH:11]=1)[N:8]=[CH:7][C:6]([S:12]([CH3:15])(=[O:14])=[O:13])=[C:5]2Cl.[CH3:17][N:18]([CH3:27])[CH:19]([CH:21]1[CH2:26][CH2:25][NH:24][CH2:23][CH2:22]1)[CH3:20]. No catalyst specified. The product is [Br:1][C:2]1[CH:3]=[C:4]2[C:9](=[CH:10][CH:11]=1)[N:8]=[CH:7][C:6]([S:12]([CH3:15])(=[O:14])=[O:13])=[C:5]2[N:24]1[CH2:25][CH2:26][CH:21]([CH:19]([N:18]([CH3:17])[CH3:27])[CH3:20])[CH2:22][CH2:23]1. The yield is 0.680. (8) The reactants are C(O)C.O1CCCC1.[Cl:9][C:10]1[C:11]([C:16]2[CH:17]=[C:18]3[C:22](=[CH:23][CH:24]=2)[NH:21][N:20]=[C:19]3[NH:25][C:26]2[S:27][C:28]([CH:31]=[O:32])=[CH:29][N:30]=2)=[N:12][CH:13]=[CH:14][CH:15]=1.[BH4-].[Na+]. The catalyst is O. The product is [Cl:9][C:10]1[C:11]([C:16]2[CH:17]=[C:18]3[C:22](=[CH:23][CH:24]=2)[NH:21][N:20]=[C:19]3[NH:25][C:26]2[S:27][C:28]([CH2:31][OH:32])=[CH:29][N:30]=2)=[N:12][CH:13]=[CH:14][CH:15]=1. The yield is 0.550. (9) The reactants are [BH4-].[Na+].O.[CH2:4]([O:6][C:7]([C@@H:9]1[CH2:11][C@H:10]1[CH:12]([NH:23][C:24]([O:26][C:27]([CH3:30])([CH3:29])[CH3:28])=[O:25])S(C1C=CC(C)=CC=1)(=O)=O)=[O:8])[CH3:5]. The catalyst is O1CCCC1. The product is [CH2:4]([O:6][C:7]([C@@H:9]1[CH2:11][C@H:10]1[CH2:12][NH:23][C:24]([O:26][C:27]([CH3:28])([CH3:30])[CH3:29])=[O:25])=[O:8])[CH3:5]. The yield is 0.921. (10) The reactants are [OH:1][CH:2]1[O:10][C@H:9]([CH2:11][OH:12])[C@@H:7](O)[C@H:5]([OH:6])[C@@H:3]1O.[C:13]([O:16][C:17](=[O:19])[CH3:18])(=[O:15])[CH3:14]. The catalyst is N1C=CC=CC=1. The product is [C:13]([O:16][CH:17]1[O:19][C@H:7]([CH2:5][O:6][C:11](=[O:12])[CH3:9])[C@@H:9]([O:10][C:2](=[O:1])[CH3:3])[C@H:11]([O:12][C:5](=[O:6])[CH3:7])[C@@H:18]1[O:10][C:2](=[O:1])[CH3:3])(=[O:15])[CH3:14]. The yield is 0.967.